Dataset: HIV replication inhibition screening data with 41,000+ compounds from the AIDS Antiviral Screen. Task: Binary Classification. Given a drug SMILES string, predict its activity (active/inactive) in a high-throughput screening assay against a specified biological target. (1) The compound is O=C1C=C(Nc2ccc(S(=O)(=O)Nc3ncccn3)cc2)c2ccccc2C1=O. The result is 0 (inactive). (2) The molecule is O=C(Nc1cccc(C(F)(F)F)c1)C(Cl)=C(Cl)Cl. The result is 0 (inactive). (3) The molecule is C=CC1ON(C)CCc2cc(OC)c(OC)cc21. The result is 0 (inactive). (4) The drug is Nc1c(Br)c(=O)[nH]c(=O)n1COCCO. The result is 0 (inactive). (5) The drug is COc1cc2c(cc1OC)C(C(=O)O)C(c1ccc(OC(C)C)c(OC)c1)N(C)C2=O. The result is 0 (inactive).